Dataset: Forward reaction prediction with 1.9M reactions from USPTO patents (1976-2016). Task: Predict the product of the given reaction. (1) Given the reactants F[C:2]1[CH:7]=[CH:6][C:5]([C:8](=[O:11])[CH2:9][CH3:10])=[CH:4][CH:3]=1.[CH:12]1([N:16]2[CH2:21][CH2:20][CH:19]([O:22][CH:23]3[CH2:28][CH2:27][NH:26][CH2:25][CH2:24]3)[CH2:18][CH2:17]2)[CH2:15][CH2:14][CH2:13]1.C(=O)([O-])[O-].[K+].[K+], predict the reaction product. The product is: [CH:12]1([N:16]2[CH2:21][CH2:20][CH:19]([O:22][CH:23]3[CH2:28][CH2:27][N:26]([C:2]4[CH:7]=[CH:6][C:5]([C:8](=[O:11])[CH2:9][CH3:10])=[CH:4][CH:3]=4)[CH2:25][CH2:24]3)[CH2:18][CH2:17]2)[CH2:15][CH2:14][CH2:13]1. (2) Given the reactants CC1(C)O[C:6](=O)[C:5](C)([CH2:9][C:10]2[CH:15]=[CH:14][C:13]([O:16][C:17]([F:20])([F:19])[F:18])=[CH:12][CH:11]=2)[C:4](=[O:22])[O:3]1.Cl, predict the reaction product. The product is: [CH3:6][CH:5]([CH2:9][C:10]1[CH:15]=[CH:14][C:13]([O:16][C:17]([F:18])([F:19])[F:20])=[CH:12][CH:11]=1)[C:4]([OH:22])=[O:3]. (3) Given the reactants [CH:1]([C:3]1[CH:8]=[C:7]([O:9][CH3:10])[N:6]=[CH:5][C:4]=1[O:11][CH2:12][C:13]1[C:14]([C:19]2[CH:23]=[CH:22][N:21]([CH2:24][CH2:25][C:26]([O:28]C)=[O:27])[N:20]=2)=[N:15][CH:16]=[CH:17][CH:18]=1)=[O:2].[OH-].[Na+], predict the reaction product. The product is: [CH:1]([C:3]1[CH:8]=[C:7]([O:9][CH3:10])[N:6]=[CH:5][C:4]=1[O:11][CH2:12][C:13]1[C:14]([C:19]2[CH:23]=[CH:22][N:21]([CH2:24][CH2:25][C:26]([OH:28])=[O:27])[N:20]=2)=[N:15][CH:16]=[CH:17][CH:18]=1)=[O:2].